Dataset: Full USPTO retrosynthesis dataset with 1.9M reactions from patents (1976-2016). Task: Predict the reactants needed to synthesize the given product. (1) The reactants are: [Cl:1][C:2]1[CH:3]=[C:4]([C:8]2[CH:13]=[CH:12][C:11]([CH2:14][C@@H:15]([NH:24][C:25](=[O:31])[C:26]([O:28]CC)=O)[CH2:16][CH:17]([CH3:23])[C:18]([O:20][CH2:21][CH3:22])=[O:19])=[CH:10][CH:9]=2)[CH:5]=[CH:6][CH:7]=1.[NH2:32][NH2:33]. Given the product [Cl:1][C:2]1[CH:3]=[C:4]([C:8]2[CH:13]=[CH:12][C:11]([CH2:14][C@@H:15]([NH:24][C:25](=[O:31])[C:26]([NH:32][NH2:33])=[O:28])[CH2:16][CH:17]([CH3:23])[C:18]([O:20][CH2:21][CH3:22])=[O:19])=[CH:10][CH:9]=2)[CH:5]=[CH:6][CH:7]=1, predict the reactants needed to synthesize it. (2) Given the product [C:4]1(=[O:6])[O:8][C:1](=[O:7])[CH:2]=[CH:3]1.[CH3:11][C:10]([CH2:12][C:13]([CH3:16])([CH3:15])[CH3:14])=[CH2:9], predict the reactants needed to synthesize it. The reactants are: [C:1]([OH:8])(=[O:7])/[CH:2]=[CH:3]\[C:4]([OH:6])=O.[CH3:9][C:10]([CH2:12][C:13]([CH3:16])([CH3:15])[CH3:14])=[CH2:11]. (3) The reactants are: [O:1]=[C:2]1[CH2:22][CH2:21][C:5]2([CH2:10][CH2:9][N:8]([C:11]([O:13][CH2:14][C:15]3[CH:20]=[CH:19][CH:18]=[CH:17][CH:16]=3)=[O:12])[CH2:7][CH2:6]2)[CH:4]=[CH:3]1.[CH3:23][N:24]([CH:26](N(C)C)N(C)C)[CH3:25]. Given the product [CH3:23][N:24]([CH:26]=[C:22]1[CH2:21][C:5]2([CH2:10][CH2:9][N:8]([C:11]([O:13][CH2:14][C:15]3[CH:16]=[CH:17][CH:18]=[CH:19][CH:20]=3)=[O:12])[CH2:7][CH2:6]2)[CH:4]=[CH:3][C:2]1=[O:1])[CH3:25], predict the reactants needed to synthesize it. (4) Given the product [F:30][C:25]1[CH:26]=[CH:27][CH:28]=[CH:29][C:24]=1[S:21]([NH:20][C:17]([CH3:19])([CH3:18])[C:16]([NH:15][CH:8]1[CH:7]2[CH2:6][C:5]3([C:3]([OH:4])=[O:2])[CH2:12][CH:11]([CH2:10][CH:9]1[CH2:14]3)[CH2:13]2)=[O:31])(=[O:23])=[O:22], predict the reactants needed to synthesize it. The reactants are: C[O:2][C:3]([C:5]12[CH2:14][CH:9]3[CH2:10][CH:11]([CH2:13][CH:7]([CH:8]3[NH:15][C:16](=[O:31])[C:17]([NH:20][S:21]([C:24]3[CH:29]=[CH:28][CH:27]=[CH:26][C:25]=3[F:30])(=[O:23])=[O:22])([CH3:19])[CH3:18])[CH2:6]1)[CH2:12]2)=[O:4].Cl. (5) Given the product [CH3:10][N:7]1[C:6]2[CH:11]=[C:2]([NH2:15])[CH:3]=[C:4]([CH3:12])[C:5]=2[N:9]=[N:8]1, predict the reactants needed to synthesize it. The reactants are: Br[C:2]1[CH:3]=[C:4]([CH3:12])[C:5]2[N:9]=[N:8][N:7]([CH3:10])[C:6]=2[CH:11]=1.N.C[N:15]1C(=O)CCC1. (6) Given the product [CH3:20][O:19][C:15]1[CH:14]=[C:13]2[C:18]([C:10]([C:8](=[O:9])[CH:28]([NH:35][C:36]3[CH:41]=[CH:40][N:39]=[C:38]([O:42][CH3:43])[CH:37]=3)[C:29]3[CH:30]=[CH:31][CH:32]=[CH:33][CH:34]=3)=[CH:11][NH:12]2)=[CH:17][CH:16]=1, predict the reactants needed to synthesize it. The reactants are: C(N(CC)CC)C.[CH:8]([C:10]1[C:18]2[C:13](=[CH:14][C:15]([O:19][CH3:20])=[CH:16][CH:17]=2)[N:12](C(OC(C)(C)C)=O)[CH:11]=1)=[O:9].[CH:28](=[N:35][C:36]1[CH:41]=[CH:40][N:39]=[C:38]([O:42][CH3:43])[CH:37]=1)[C:29]1[CH:34]=[CH:33][CH:32]=[CH:31][CH:30]=1. (7) The reactants are: Cl[C:2]1[C:11]2[C:6](=[CH:7][C:8]([O:19][C:20]3[CH:25]=[CH:24][CH:23]=[CH:22][CH:21]=3)=[C:9]([O:12][C:13]3[CH:18]=[CH:17][CH:16]=[CH:15][CH:14]=3)[CH:10]=2)[C:5]([OH:26])=[C:4]([C:27]([NH:29][CH2:30][C:31]([OH:33])=[O:32])=[O:28])[N:3]=1.[CH3:34][N:35](C)C(=O)C. Given the product [C:34]([C:2]1[C:11]2[C:6](=[CH:7][C:8]([O:19][C:20]3[CH:25]=[CH:24][CH:23]=[CH:22][CH:21]=3)=[C:9]([O:12][C:13]3[CH:18]=[CH:17][CH:16]=[CH:15][CH:14]=3)[CH:10]=2)[C:5]([OH:26])=[C:4]([C:27]([NH:29][CH2:30][C:31]([OH:33])=[O:32])=[O:28])[N:3]=1)#[N:35], predict the reactants needed to synthesize it. (8) Given the product [OH:18][CH2:19][N:20]1[C:28]([CH2:29][CH2:30][CH3:31])=[N:27][C:26]2[C:21]1=[N:22][C:23]([C:35]([C:48]1[CH:53]=[CH:52][CH:51]=[CH:50][CH:49]=1)([C:36]1[CH:37]=[CH:38][CH:39]=[CH:40][CH:41]=1)[C:42]1[CH:47]=[CH:46][CH:45]=[CH:44][CH:43]=1)=[N:24][C:25]=2[NH:32][O:33][CH3:34], predict the reactants needed to synthesize it. The reactants are: [Si]([O:18][CH2:19][N:20]1[C:28]([CH2:29][CH2:30][CH3:31])=[N:27][C:26]2[C:21]1=[N:22][C:23]([C:35]([C:48]1[CH:53]=[CH:52][CH:51]=[CH:50][CH:49]=1)([C:42]1[CH:47]=[CH:46][CH:45]=[CH:44][CH:43]=1)[C:36]1[CH:41]=[CH:40][CH:39]=[CH:38][CH:37]=1)=[N:24][C:25]=2[NH:32][O:33][CH3:34])(C(C)(C)C)(C1C=CC=CC=1)C1C=CC=CC=1.CCCC[N+](CCCC)(CCCC)CCCC.[F-]. (9) Given the product [F:2][C:3]1([F:11])[CH2:8][CH2:7][CH:6]([N:9]2[CH:17]=[CH:16][CH:15]=[N:10]2)[CH2:5][CH2:4]1, predict the reactants needed to synthesize it. The reactants are: Cl.[F:2][C:3]1([F:11])[CH2:8][CH2:7][CH:6]([NH:9][NH2:10])[CH2:5][CH2:4]1.Cl.CO[CH:15](OC)[CH2:16][CH:17](OC)OC. (10) Given the product [CH2:6]([O:13][C:14](=[O:15])[NH:1][C@@H:2]([CH3:3])[CH2:4][OH:5])[C:7]1[CH:12]=[CH:11][CH:10]=[CH:9][CH:8]=1, predict the reactants needed to synthesize it. The reactants are: [NH2:1][C@H:2]([CH2:4][OH:5])[CH3:3].[CH2:6]([O:13][C:14](Cl)=[O:15])[C:7]1[CH:12]=[CH:11][CH:10]=[CH:9][CH:8]=1.C(N(CC)CC)C.